Task: Predict the product of the given reaction.. Dataset: Forward reaction prediction with 1.9M reactions from USPTO patents (1976-2016) (1) Given the reactants Cl[C:2]1[N:3]=[C:4]2[CH:9]=[C:8]([C:10]([NH:12][C:13]3[CH:18]=[CH:17][CH:16]=[CH:15][CH:14]=3)=[O:11])[CH:7]=[CH:6][N:5]2[C:19]=1[S:20]([N:23]1[CH2:28][CH2:27][C:26]([F:30])([F:29])[CH2:25][CH2:24]1)(=[O:22])=[O:21].[NH:31]1[CH:35]=[CH:34][CH:33]=[CH:32]1.CC(C)([O-])C.[K+].O, predict the reaction product. The product is: [F:29][C:26]1([F:30])[CH2:27][CH2:28][N:23]([S:20]([C:19]2[N:5]3[CH:6]=[CH:7][C:8]([C:10]([NH:12][C:13]4[CH:18]=[CH:17][CH:16]=[CH:15][CH:14]=4)=[O:11])=[CH:9][C:4]3=[N:3][C:2]=2[N:31]2[CH:35]=[CH:34][CH:33]=[CH:32]2)(=[O:22])=[O:21])[CH2:24][CH2:25]1. (2) Given the reactants [CH3:1][Si:2]([CH3:26])([CH3:25])[CH2:3][CH2:4][O:5][CH2:6][N:7]1[CH:11]=[N:10][C:9]([C:12]2[S:16][C:15]([C:17]3[CH:22]=[CH:21][N:20]=[CH:19][CH:18]=3)=[N:14][C:13]=2[CH:23]=C)=[N:8]1.[O:27]1CCOCC1.N1C(C)=CC=CC=1C.I([O-])(=O)(=O)=O.[Na+], predict the reaction product. The product is: [N:20]1[CH:21]=[CH:22][C:17]([C:15]2[S:16][C:12]([C:9]3[N:10]=[CH:11][N:7]([CH2:6][O:5][CH2:4][CH2:3][Si:2]([CH3:26])([CH3:25])[CH3:1])[N:8]=3)=[C:13]([CH:23]=[O:27])[N:14]=2)=[CH:18][CH:19]=1. (3) Given the reactants F[C:2]1[CH:7]=[CH:6][C:5]([N+:8]([O-:10])=[O:9])=[CH:4][CH:3]=1.[C:11](=[O:14])([O-])[O-].[K+].[K+].O[CH:18]1[CH2:23][CH2:22][NH:21][CH2:20][CH2:19]1.[CH:24](Cl)(Cl)Cl, predict the reaction product. The product is: [CH2:23]([CH:22]1[CH2:24][CH:11]([OH:14])[CH2:19][CH2:20][N:21]1[C:2]1[CH:7]=[CH:6][C:5]([N+:8]([O-:10])=[O:9])=[CH:4][CH:3]=1)[CH3:18]. (4) Given the reactants [O:1]=[C:2]1[C:10]2[C:5](=[CH:6][CH:7]=[CH:8][CH:9]=2)[C:4](=[O:11])[N:3]1[C:12]1[CH:16]=[C:15]([CH:17]2[CH2:22][CH2:21][N:20]([C:23]([O:25][C:26]([CH3:29])([CH3:28])[CH3:27])=[O:24])[CH2:19][CH2:18]2)[NH:14][N:13]=1.C(=O)([O-])[O-].[Cs+].[Cs+].[CH:36](I)([CH3:38])[CH3:37].O, predict the reaction product. The product is: [O:1]=[C:2]1[C:10]2[C:5](=[CH:6][CH:7]=[CH:8][CH:9]=2)[C:4](=[O:11])[N:3]1[C:12]1[CH:16]=[C:15]([CH:17]2[CH2:22][CH2:21][N:20]([C:23]([O:25][C:26]([CH3:29])([CH3:28])[CH3:27])=[O:24])[CH2:19][CH2:18]2)[N:14]([CH:36]([CH3:38])[CH3:37])[N:13]=1. (5) Given the reactants [S:1]1[CH:5]=[CH:4][CH:3]=[C:2]1[CH:6]([C:17]1[S:18][CH:19]=[CH:20][CH:21]=1)[C:7]1[S:11][C:10]([C:12]([O:14]CC)=[O:13])=[CH:9][CH:8]=1.[OH-].[Na+], predict the reaction product. The product is: [S:18]1[CH:19]=[CH:20][CH:21]=[C:17]1[CH:6]([C:2]1[S:1][CH:5]=[CH:4][CH:3]=1)[C:7]1[S:11][C:10]([C:12]([OH:14])=[O:13])=[CH:9][CH:8]=1. (6) Given the reactants [F:1][C:2]1[C:3]([OH:11])=[C:4]([CH:7]=[CH:8][C:9]=1[F:10])[CH:5]=[O:6].[CH2:12](Br)[C:13]1[CH:18]=[CH:17][CH:16]=[CH:15][CH:14]=1.Cl.CCOC(C)=O, predict the reaction product. The product is: [F:1][C:2]1[C:3]([O:11][C:16]2[CH:17]=[CH:18][C:13]([CH3:12])=[CH:14][CH:15]=2)=[C:4]([CH:7]=[CH:8][C:9]=1[F:10])[CH:5]=[O:6].